This data is from Full USPTO retrosynthesis dataset with 1.9M reactions from patents (1976-2016). The task is: Predict the reactants needed to synthesize the given product. (1) Given the product [C:39]([C:27]1[CH:28]=[C:29]([CH2:32][N:33]2[CH2:38][CH2:37][CH2:36][CH2:35][CH2:34]2)[CH:30]=[CH:31][C:26]=1[O:25][C:19]1[CH:20]=[CH:21][C:22]([F:24])=[C:23]2[C:18]=1[CH2:17][CH2:16][C@H:15]2[O:14][C:12]1[CH:11]=[CH:10][C:9]2[C@H:5]([CH2:4][C:3]([OH:41])=[O:2])[CH2:6][O:7][C:8]=2[CH:13]=1)#[N:40], predict the reactants needed to synthesize it. The reactants are: C[O:2][C:3](=[O:41])[CH2:4][C@H:5]1[C:9]2[CH:10]=[CH:11][C:12]([O:14][C@H:15]3[C:23]4[C:18](=[C:19]([O:25][C:26]5[CH:31]=[CH:30][C:29]([CH2:32][N:33]6[CH2:38][CH2:37][CH2:36][CH2:35][CH2:34]6)=[CH:28][C:27]=5[C:39]#[N:40])[CH:20]=[CH:21][C:22]=4[F:24])[CH2:17][CH2:16]3)=[CH:13][C:8]=2[O:7][CH2:6]1.[OH-].[K+]. (2) Given the product [S:1]1[C:5]2[CH2:6][CH2:7][CH2:8][C:4]=2[N:3]=[C:2]1[NH:9][C:16]([CH:12]1[C:13]([CH3:15])([CH3:14])[C:11]1([CH3:19])[CH3:10])=[O:17], predict the reactants needed to synthesize it. The reactants are: [S:1]1[C:5]2[CH2:6][CH2:7][CH2:8][C:4]=2[N:3]=[C:2]1[NH2:9].[CH3:10][C:11]1([CH3:19])[C:13]([CH3:15])([CH3:14])[CH:12]1[C:16](O)=[O:17].C(N(CC)CC)C. (3) Given the product [CH:1]([C:4]1[C:5]([CH3:13])=[C:6]([CH:10]=[CH:11][CH:12]=1)[C:7]([Cl:21])=[O:8])([CH3:3])[CH3:2], predict the reactants needed to synthesize it. The reactants are: [CH:1]([C:4]1[C:5]([CH3:13])=[C:6]([CH:10]=[CH:11][CH:12]=1)[C:7](O)=[O:8])([CH3:3])[CH3:2].CN(C=O)C.S(Cl)([Cl:21])=O.